From a dataset of Full USPTO retrosynthesis dataset with 1.9M reactions from patents (1976-2016). Predict the reactants needed to synthesize the given product. Given the product [NH2:8][C@:9]([CH3:40])([CH2:20][CH2:21][C:22]1[N:23]([CH3:39])[C:24]([C:27](=[O:38])[CH2:28][CH2:29][CH2:30][CH2:31][C:32]2[CH:33]=[CH:34][CH:35]=[CH:36][CH:37]=2)=[CH:25][CH:26]=1)[CH2:10][CH2:11][P:12](=[O:13])([OH:16])[OH:19], predict the reactants needed to synthesize it. The reactants are: C(OC([NH:8][C@:9]([CH3:40])([CH2:20][CH2:21][C:22]1[N:23]([CH3:39])[C:24]([C:27](=[O:38])[CH2:28][CH2:29][CH2:30][CH2:31][C:32]2[CH:37]=[CH:36][CH:35]=[CH:34][CH:33]=2)=[CH:25][CH:26]=1)[CH2:10][CH2:11][P:12](=[O:19])([O:16]CC)[O:13]CC)=O)(C)(C)C.Br[Si](C)(C)C.